From a dataset of Experimentally validated miRNA-target interactions with 360,000+ pairs, plus equal number of negative samples. Binary Classification. Given a miRNA mature sequence and a target amino acid sequence, predict their likelihood of interaction. (1) The miRNA is mmu-miR-1967 with sequence UGAGGAUCCUGGGGAGAAGAUGC. The protein sequence of the target gene is MLFIFPLSLPWRPSCWKESCSTGQRQAGRSREDSVTPPPSSPWPTPPAGAMSTKQEARRDEGEARTRGQEAQLRDRAHLSQQRRLKQATQFLHKDSADLLPLDSLKRLGTSKDLQPRSVIQRRLVEGNPNWLQGEPPRMQDLIHGQESRRKTSRTEIPALLVNCKCQDQLLRVAVDTGTQYNRISAGCLSRLGLEKRVLKASAGDLAPGPPTQVEQLELQLGQETVVCSAQVVDAESPEFCLGLQTLLSLKCCIDLEHGVLRLKAPFSELPFLPLYQEPGQ. Result: 0 (no interaction). (2) The miRNA is rno-miR-672-5p with sequence UGAGGUUGGUGUACUGUGUGUGA. The protein sequence of the target gene is MMEAIKKKMQMLKLDKENVLDRAEQAEAEQKQAEERSKQLEDELATMQKKLKGTEDELDKYSEALKDAQEKLELAEKKAADAEAEVASLNRRIQLVEEELDRAQERLATALQKLEEAEKAADESERGMKVIENRALKDEEKMELQEIQLKEAKHIAEEADRKYEEVARKLVIIEGDLERTEERAELAESKCSELEEELKNVTNNLKSLEAQAEKYSQKEDKYEEEIKILTDKLKEAETRAEFAERSVAKLEKTIDDLEDELYAQKLKYKAISDELDHALNDMTSI. Result: 0 (no interaction). (3) The miRNA is hsa-miR-197-3p with sequence UUCACCACCUUCUCCACCCAGC. The protein sequence of the target gene is MSVAFAAPRQRGKGEITPAAIQKMLDDNNHLIQCIMDSQNKGKTSECSQYQQMLHTNLVYLATIADSNQNMQSLLPAPPTQNMPMGPGGMNQSGPPPPPRSHNMPSDGMVGGGPPAPHMQNQMNGQMPGPNHMPMQGPGPNQLNMTNSSMNMPSSSHGSMGGYNHSVPSSQSMPVQNQMTMSQGQPMGNYGPRPNMSMQPNQGPMMHQQPPSQQYNMPQGGGQHYQGQQPPMGMMGQVNQGNHMMGQRQIPPYRPPQQGPPQQYSGQEDYYGDQYSHGGQGPPEGMNQQYYPDGHNDYGY.... Result: 1 (interaction). (4) The miRNA is hsa-miR-6740-3p with sequence UGUCUUCUCUCCUCCCAAACAG. The protein sequence of the target gene is MSEHVEPAAPGPGPNGGGGGPAPARGPRTPNLNPNPLINVRDRLFHALFFKMAVTYSRLFPPAFRRLFEFFVLLKALFVLFVLAYIHIVFSRSPINCLEHVRDKWPREGILRVEVRHNSSRAPVFLQFCDSGGRGSFPGLAVEPGSNLDMEDEEEEELTMEMFGNSSIKFELDIEPKVFKPPSSTEALNDSQEFPFPETPTKVWPQDEYIVEYSLEYGFLRLSQATRQRLSIPVMVVTLDPTRDQCFGDRFSRLLLDEFLGYDDILMSSVKGLAENEENKGFLRNVVSGEHYRFVSMWMA.... Result: 0 (no interaction). (5) The miRNA is hsa-miR-6511b-5p with sequence CUGCAGGCAGAAGUGGGGCUGACA. The protein sequence of the target gene is MGNCLKSPTSDDISLLHESQSDRASFGEGTEPDQEPPPPYQEQVPVPVYHPTPSQTRLATQLTEEEQIRIAQRIGLIQHLPKGVYDPGRDGSEKKIRECVICMMDFVYGDPIRFLPCMHIYHLDCIDDWLMRSFTCPSCMEPVDAALLSSYETN. Result: 1 (interaction). (6) The miRNA is hsa-miR-376b-5p with sequence CGUGGAUAUUCCUUCUAUGUUU. The protein sequence of the target gene is MPPAAPSVARSREGGGIGQRRLVFPKSARRTLPCPIALCLGLCLAAAAATTTRASAAAFASAGDTTAMSAFNLLHLVTKSQPVAPRACGLPSGSCRDKKNCKVVFSQQELRKRLTPLQYHVTQEKGTESAFEGEYTHHKDPGIYKCVVCGTPLFKSETKFDSGSGWPAFHDVISSEAIEFTDDFSYGMHRVETSCSQCGAHLGHIFDDGPRPTGKRYCINSASLSFTPADSSEAEGSGIKESGSPAAADRAEL. Result: 0 (no interaction). (7) The miRNA is hsa-miR-1262 with sequence AUGGGUGAAUUUGUAGAAGGAU. The protein sequence of the target gene is MAAAALLLGLALLAPRAAGAGMGACYDGAGRPQRCLPVFENAAFGRLAQASHTCGSPPEDFCPHVGAAGAGAHCQRCDAADPQRHHNASYLTDFHSQDESTWWQSPSMAFGVQYPTSVNITLRLGKAYEITYVRLKFHTSRPESFAIYKRSRADGPWEPYQFYSASCQKTYGRPEGQYLRPGEDERVAFCTSEFSDISPLSGGNVAFSTLEGRPSAYNFEESPGLQEWVTSTELLISLDRLNTFGDDIFKDPKVLQSYYYAVSDFSVGGRCKCNGHASECGPDVAGQLACRCQHNTTGTD.... Result: 0 (no interaction). (8) The miRNA is hsa-miR-93-3p with sequence ACUGCUGAGCUAGCACUUCCCG. The protein sequence of the target gene is MSRSYNDELQFLEKINKNCWRIKKGFVPNMQVEGVFYVNDALEKLMFEELRNACRGGGVGGFLPAMKQIGNVAALPGIVHRSIGLPDVHSGYGFAIGNMAAFDMNDPEAVVSPGGVGFDINCGVRLLRTNLDESDVQPVKEQLAQAMFDHIPVGVGSKGVIPMNAKDLEEALEMGVDWSLREGYAWAEDKEHCEEYGRMLQADPNKVSARAKKRGLPQLGTLGAGNHYAEIQVVDEIFNEYAAKKMGIDHKGQVCVMIHSGSRGLGHQVATDALVAMEKAMKRDKIIVNDRQLACARIAS.... Result: 1 (interaction). (9) The miRNA is hsa-miR-4258 with sequence CCCCGCCACCGCCUUGG. The protein sequence of the target gene is MDFSPSSELGFHFVAFILLTRHRTAFPASGKKRETDYSDGDPLDVHKRLPSSAGEDRAVMLGFAMMGFSVLMFFLLGTTILKPFMLSIQREESTCTAIHTDIMDDWLDCAFTCGVHCHGQGKYPCLQVFVNLSHPGQKALLHYNEEAVQINPKCFYTPKCHQDRNDLLNSALDIKEFFDHKNGTPFSCFYSPASQSEDVILIKKYDQMAIFHCLFWPSLTLLGGALIVGMVRLTQHLSLLCEKYSTVVRDEVGGKVPYIEQHQFKLCIMRRSKGRAEKS. Result: 0 (no interaction). (10) Result: 0 (no interaction). The protein sequence of the target gene is MAGRKLALKTIDWVAFAEIIPQNQKAIASSLKSWNETLTSRLAALPENPPAIDWAYYKANVAKAGLVDDFEKKFNALKVPVPEDKYTAQVDAEEKEDVKSCAEWVSLSKARIVEYEKEMEKMKNLIPFDQMTIEDLNEAFPETKLDKKKYPYWPHQPIENL. The miRNA is hsa-miR-7853-5p with sequence UCAAAUGCAGAUCCUGACUUC.